Dataset: Peptide-MHC class I binding affinity with 185,985 pairs from IEDB/IMGT. Task: Regression. Given a peptide amino acid sequence and an MHC pseudo amino acid sequence, predict their binding affinity value. This is MHC class I binding data. (1) The peptide sequence is SARTNCLAV. The MHC is HLA-A26:01 with pseudo-sequence HLA-A26:01. The binding affinity (normalized) is 0.0847. (2) The peptide sequence is LTNSVIIMAY. The MHC is HLA-A23:01 with pseudo-sequence HLA-A23:01. The binding affinity (normalized) is 0. (3) The MHC is HLA-A24:03 with pseudo-sequence HLA-A24:03. The peptide sequence is RYRMRHLSK. The binding affinity (normalized) is 0.176. (4) The peptide sequence is HCQFCFLKK. The MHC is HLA-A11:01 with pseudo-sequence HLA-A11:01. The binding affinity (normalized) is 0.354. (5) The peptide sequence is YSQAQKQTA. The MHC is H-2-Db with pseudo-sequence H-2-Db. The binding affinity (normalized) is 0. (6) The peptide sequence is RLHRLLLMR. The binding affinity (normalized) is 0.213. The MHC is HLA-B07:02 with pseudo-sequence HLA-B07:02. (7) The peptide sequence is YCNYTKFWY. The MHC is HLA-A23:01 with pseudo-sequence HLA-A23:01. The binding affinity (normalized) is 0.0748. (8) The peptide sequence is CAPPGYAL. The MHC is Mamu-A02 with pseudo-sequence Mamu-A02. The binding affinity (normalized) is 0. (9) The peptide sequence is HMNKLPLAK. The MHC is HLA-B46:01 with pseudo-sequence HLA-B46:01. The binding affinity (normalized) is 0.0847.